From a dataset of Forward reaction prediction with 1.9M reactions from USPTO patents (1976-2016). Predict the product of the given reaction. (1) Given the reactants [C:1]([C:3]1[CH:4]=[C:5](B(O)O)[CH:6]=[CH:7][CH:8]=1)#[N:2].[NH2:12][C:13]1[N:14]=[C:15]([N:24]2[CH2:29][CH2:28][N:27]([C:30](=[O:40])[CH2:31][O:32][C:33]3[CH:38]=[CH:37][C:36]([Cl:39])=[CH:35][CH:34]=3)[CH2:26][CH2:25]2)[C:16]2[N:22]=[C:21](Cl)[CH:20]=[CH:19][C:17]=2[N:18]=1, predict the reaction product. The product is: [NH2:12][C:13]1[N:14]=[C:15]([N:24]2[CH2:29][CH2:28][N:27]([C:30](=[O:40])[CH2:31][O:32][C:33]3[CH:38]=[CH:37][C:36]([Cl:39])=[CH:35][CH:34]=3)[CH2:26][CH2:25]2)[C:16]2[N:22]=[C:21]([C:7]3[CH:6]=[CH:5][CH:4]=[C:3]([C:1]#[N:2])[CH:8]=3)[CH:20]=[CH:19][C:17]=2[N:18]=1. (2) Given the reactants [CH2:1]([O:3][C:4](=[O:15])[CH:5]=[C:6](OCC)[CH:7]=[CH:8]OCC)[CH3:2].[F:16][C:17]1[C:18]([NH:23][NH2:24])=[N:19][CH:20]=[CH:21][CH:22]=1, predict the reaction product. The product is: [CH2:1]([O:3][C:4](=[O:15])[CH2:5][C:6]1[N:23]([C:18]2[C:17]([F:16])=[CH:22][CH:21]=[CH:20][N:19]=2)[N:24]=[CH:8][CH:7]=1)[CH3:2].